This data is from HIV replication inhibition screening data with 41,000+ compounds from the AIDS Antiviral Screen. The task is: Binary Classification. Given a drug SMILES string, predict its activity (active/inactive) in a high-throughput screening assay against a specified biological target. (1) The molecule is O=C1OC2CSCC2O1. The result is 0 (inactive). (2) The compound is O=C(Nc1ccccc1)n1[nH]c(=O)n(-c2ccccc2)c1=O. The result is 0 (inactive). (3) The compound is OCC(O)C(OC1OC(CO)C(O)C(O)C1O)c1nn(-c2ccc(F)cc2)c2nc3cc(Cl)c(Cl)cc3cc12. The result is 0 (inactive).